From a dataset of Full USPTO retrosynthesis dataset with 1.9M reactions from patents (1976-2016). Predict the reactants needed to synthesize the given product. (1) Given the product [C:34]([C@@H:35]1[CH2:37][CH2:36][CH2:32][N:31]1[C:29](=[O:30])[CH2:15][NH:17][C:12]([C:11]1[C:10]2[C:5](=[CH:6][CH:7]=[CH:8][CH:9]=2)[N:4]=[CH:3][C:2]=1[OH:1])=[O:14])#[N:33], predict the reactants needed to synthesize it. The reactants are: [OH:1][C:2]1[CH:3]=[N:4][C:5]2[C:10]([C:11]=1[C:12]([OH:14])=O)=[CH:9][CH:8]=[CH:7][CH:6]=2.[CH2:15]([N:17](C(C)C)C(C)C)C.N1([C:29]([N:31]2[CH:35]=[CH:34][N:33]=[CH:32]2)=[O:30])C=CN=C1.[C:36](#N)[CH3:37]. (2) Given the product [F:25][C:26]1[CH:27]=[C:28]([NH:36][C:37]([NH:18][C@H:15]2[CH2:14][C@H:13]3[C@:9]([C:6]4[CH:7]=[CH:8][C:3]([O:2][CH3:1])=[C:4]([O:20][C:21]([F:24])([F:22])[F:23])[CH:5]=4)([CH2:10][CH2:11][N:12]3[CH3:19])[CH2:17][CH2:16]2)=[O:38])[CH:29]=[C:30]([C:32]([F:34])([F:35])[F:33])[CH:31]=1, predict the reactants needed to synthesize it. The reactants are: [CH3:1][O:2][C:3]1[CH:8]=[CH:7][C:6]([C@@:9]23[CH2:17][CH2:16][CH:15]([NH2:18])[CH2:14][C@@H:13]2[N:12]([CH3:19])[CH2:11][CH2:10]3)=[CH:5][C:4]=1[O:20][C:21]([F:24])([F:23])[F:22].[F:25][C:26]1[CH:27]=[C:28]([N:36]=[C:37]=[O:38])[CH:29]=[C:30]([C:32]([F:35])([F:34])[F:33])[CH:31]=1. (3) Given the product [C:1]([C:5]1[O:9][N:8]=[C:7]([C:10]2[CH:15]=[C:14]([O:20][CH2:21][CH2:22][N:23]3[CH2:27][CH2:26][CH2:25][CH2:24]3)[C:13]([CH:17]3[CH2:19][CH2:18]3)=[CH:12][N:11]=2)[N:6]=1)([CH3:4])([CH3:3])[CH3:2], predict the reactants needed to synthesize it. The reactants are: [C:1]([C:5]1[O:9][N:8]=[C:7]([C:10]2[CH:15]=[C:14](Cl)[C:13]([CH:17]3[CH2:19][CH2:18]3)=[CH:12][N:11]=2)[N:6]=1)([CH3:4])([CH3:3])[CH3:2].[OH:20][CH2:21][CH2:22][N:23]1[CH2:27][CH2:26][CH2:25][CH2:24]1. (4) Given the product [OH:33][C:31]1[C:30]2[C:25](=[C:26]([OH:37])[CH:27]=[C:28]([CH2:34][CH2:35][CH3:36])[CH:29]=2)[N:24]=[C:23]([C:21]([OH:22])=[O:20])[CH:32]=1, predict the reactants needed to synthesize it. The reactants are: COC(C1C=C(O)C2C(=C(OC)C=C(Br)C=2)N=1)=O.C[O:20][C:21]([C:23]1[CH:32]=[C:31]([OH:33])[C:30]2[C:25](=[C:26]([O:37]C)[CH:27]=[C:28]([CH2:34][CH2:35][CH3:36])[CH:29]=2)[N:24]=1)=[O:22]. (5) Given the product [Cl:13][C:14]1[CH:15]=[C:16]([CH:20]=[CH:21][CH:22]=1)[C:17]([N:10]=[C:8]1[N:7]([CH:24]([CH3:30])[C:25]([OH:27])=[O:26])[C:6]2[CH:11]=[C:2]([F:1])[C:3]([CH3:12])=[CH:4][C:5]=2[S:9]1)=[O:18], predict the reactants needed to synthesize it. The reactants are: [F:1][C:2]1[C:3]([CH3:12])=[CH:4][C:5]2[S:9][C:8]([NH2:10])=[N:7][C:6]=2[CH:11]=1.[Cl:13][C:14]1[CH:15]=[C:16]([CH:20]=[CH:21][CH:22]=1)[C:17](Cl)=[O:18].Br[CH:24]([CH3:30])[C:25]([O:27]CC)=[O:26].FC1C2N=C(N)SC=2C=C(F)C=1.C1(C)C=CC(C(Cl)=O)=CC=1.BrCC(OCC)=O. (6) The reactants are: [F:1][C:2]1[CH:15]=[CH:14][CH:13]=[C:12]([F:16])[C:3]=1[C:4]([NH:6][C:7]([CH3:11])([CH3:10])[CH2:8][OH:9])=O.S(Cl)(Cl)=O. Given the product [F:1][C:2]1[CH:15]=[CH:14][CH:13]=[C:12]([F:16])[C:3]=1[C:4]1[O:9][CH2:8][C:7]([CH3:11])([CH3:10])[N:6]=1, predict the reactants needed to synthesize it. (7) Given the product [CH3:1][O:2][C:3]1[CH:11]=[CH:10][C:9]([C:15]#[N:16])=[C:8]2[C:4]=1[CH:5]=[CH:6][NH:7]2, predict the reactants needed to synthesize it. The reactants are: [CH3:1][O:2][C:3]1[CH:11]=[CH:10][C:9](Br)=[C:8]2[C:4]=1[CH:5]=[CH:6][NH:7]2.[OH-].[NH4+].[CH3:15][N:16](C=O)C. (8) Given the product [Cl:10][C:7]1[CH:8]=[CH:9][C:2]([F:1])=[C:3]([CH:6]=1)[CH2:4][NH:5][C:14](=[O:15])[CH:13]([O:18][CH3:19])[O:12][CH3:11], predict the reactants needed to synthesize it. The reactants are: [F:1][C:2]1[CH:9]=[CH:8][C:7]([Cl:10])=[CH:6][C:3]=1[CH2:4][NH2:5].[CH3:11][O:12][CH:13]([O:18][CH3:19])[C:14](OC)=[O:15]. (9) Given the product [CH:1]1([C:6]([OH:23])([C:17]#[CH:18])[CH2:7][C:8]2[O:13][C:12]([CH3:15])([CH3:14])[O:11][C:10](=[O:16])[CH:9]=2)[CH2:5][CH2:4][CH2:3][CH2:2]1, predict the reactants needed to synthesize it. The reactants are: [CH:1]1([C:6]([OH:23])([C:17]#[C:18][Si](C)(C)C)[CH2:7][C:8]2[O:13][C:12]([CH3:15])([CH3:14])[O:11][C:10](=[O:16])[CH:9]=2)[CH2:5][CH2:4][CH2:3][CH2:2]1.[F-]. (10) Given the product [CH2:8]([O:10][C:11](=[O:19])[C:12]1[CH:17]=[CH:16][C:15]([N:25]2[CH2:24][CH2:23][NH:22][C@@H:21]([CH3:20])[CH2:26]2)=[N:14][CH:13]=1)[CH3:9], predict the reactants needed to synthesize it. The reactants are: C(N(CC)CC)C.[CH2:8]([O:10][C:11](=[O:19])[C:12]1[CH:17]=[CH:16][C:15](Cl)=[N:14][CH:13]=1)[CH3:9].[CH3:20][C@H:21]1[CH2:26][NH:25][CH2:24][CH2:23][NH:22]1.O.